Dataset: Reaction yield outcomes from USPTO patents with 853,638 reactions. Task: Predict the reaction yield, written as a fraction of the theoretical maximum amount of product (1.0 means a 100% yield; for example, 0.34 means a 34% yield). (1) The reactants are [O:1]1[C:10]2[CH:9]=[C:8]([CH:11]=[O:12])[N:7]=[CH:6][C:5]=2[O:4][CH2:3][CH2:2]1.Cl([O-])=[O:14].[Na+].P([O-])(O)(O)=O.[Na+]. The catalyst is CC(O)(C)C.CC(=CC)C.O. The product is [O:1]1[C:10]2[CH:9]=[C:8]([C:11]([OH:14])=[O:12])[N:7]=[CH:6][C:5]=2[O:4][CH2:3][CH2:2]1. The yield is 0.510. (2) The reactants are CC1(C)C(C)(C)[O:5][B:4]([C:9]2[CH:14]=[CH:13][C:12]([S:15][C:16]([F:19])([F:18])[F:17])=[CH:11][CH:10]=2)[O:3]1.I([O-])(=O)(=O)=O.[Na+].Cl. The catalyst is C1COCC1.O. The product is [F:19][C:16]([S:15][C:12]1[CH:11]=[CH:10][C:9]([B:4]([OH:5])[OH:3])=[CH:14][CH:13]=1)([F:18])[F:17]. The yield is 0.730. (3) The reactants are CO[C:3](=[O:12])[CH2:4][C@H:5]1[CH2:9][CH2:8][C@H:7]([O:10][CH3:11])[CH2:6]1.O([Si](C)(C)C)[K].Cl.Cl.Cl.[O:22]1[C:30]2[CH:29]=[CH:28][N:27]=[C:26]([N:31]3[CH2:36][CH2:35][N:34]([CH2:37][CH2:38][C@H:39]4[CH2:44][CH2:43][C@H:42]([NH2:45])[CH2:41][CH2:40]4)[CH2:33][CH2:32]3)[C:25]=2[CH:24]=[CH:23]1.CCN(C(C)C)C(C)C.CN(C(ON1N=NC2C=CC=CC1=2)=[N+](C)C)C.[B-](F)(F)(F)F.C([O-])(O)=O.[Na+]. The catalyst is C(Cl)Cl. The product is [O:22]1[C:30]2[CH:29]=[CH:28][N:27]=[C:26]([N:31]3[CH2:36][CH2:35][N:34]([CH2:37][CH2:38][C@H:39]4[CH2:44][CH2:43][C@H:42]([NH:45][C:3](=[O:12])[CH2:4][C@H:5]5[CH2:9][CH2:8][C@H:7]([O:10][CH3:11])[CH2:6]5)[CH2:41][CH2:40]4)[CH2:33][CH2:32]3)[C:25]=2[CH:24]=[CH:23]1. The yield is 0.780. (4) The reactants are O.[CH3:2][C:3]1([CH3:17])[C:7]([CH3:8])=[CH:6][CH2:5][CH:4]1[CH2:9][CH:10]=[CH:11][C:12]([O:14][CH2:15][CH3:16])=[O:13].[CH2:18]([CH:20]([CH2:24][CH2:25][C:26]1[C:27]([CH3:33])([CH3:32])[CH:28]([CH3:31])[CH2:29][CH:30]=1)[C:21]([OH:23])=[O:22])[CH3:19]. The catalyst is C(OCC)(=O)C. The product is [CH3:17][C:3]1([CH3:2])[CH:7]([CH3:8])[CH2:6][CH2:5][CH:4]1[CH2:9][CH2:10][CH2:11][C:12]([O:14][CH2:15][CH3:16])=[O:13].[CH2:18]([CH:20]([CH2:24][CH2:25][CH:26]1[CH2:30][CH2:29][CH:28]([CH3:31])[C:27]1([CH3:32])[CH3:33])[C:21]([OH:23])=[O:22])[CH3:19]. The yield is 0.740. (5) The reactants are [Cl:1][C:2]1[CH:7]=[CH:6][C:5]([C:8]2[O:12][N:11]=[CH:10][C:9]=2[CH2:13]O)=[CH:4][C:3]=1[CH3:15].O1CCCC1.S(Cl)([Cl:23])=O. The catalyst is C1(C)C=CC=CC=1. The product is [Cl:23][CH2:13][C:9]1[CH:10]=[N:11][O:12][C:8]=1[C:5]1[CH:6]=[CH:7][C:2]([Cl:1])=[C:3]([CH3:15])[CH:4]=1. The yield is 0.870.